This data is from Forward reaction prediction with 1.9M reactions from USPTO patents (1976-2016). The task is: Predict the product of the given reaction. (1) Given the reactants [CH2:1]([N:8]1[C:16]2[C:11](=[CH:12][C:13]([C:17]3[CH:26]=[CH:25][C:20]([O:21][CH2:22][C:23]#[N:24])=[CH:19][CH:18]=3)=[CH:14][CH:15]=2)[C:10]([CH3:27])=[C:9]1[CH3:28])[C:2]1[CH:7]=[CH:6][CH:5]=[CH:4][CH:3]=1.[N-:29]=[N+:30]=[N-:31].[Na+].[NH4+].[Cl-], predict the reaction product. The product is: [CH2:1]([N:8]1[C:16]2[C:11](=[CH:12][C:13]([C:17]3[CH:18]=[CH:19][C:20]([O:21][CH2:22][C:23]4[NH:31][N:30]=[N:29][N:24]=4)=[CH:25][CH:26]=3)=[CH:14][CH:15]=2)[C:10]([CH3:27])=[C:9]1[CH3:28])[C:2]1[CH:3]=[CH:4][CH:5]=[CH:6][CH:7]=1. (2) Given the reactants [Si]([O:8][C:9]1[CH:14]=[C:13]([CH:15]([CH3:17])[CH3:16])[CH:12]=[CH:11][C:10]=1[C:18]1([O:29][CH3:30])[C:26](=[O:27])[C:25]2[C:20](=[CH:21][CH:22]=[CH:23][CH:24]=2)[C:19]1=[O:28])(C(C)(C)C)(C)C, predict the reaction product. The product is: [OH:8][C:9]1[CH:14]=[C:13]([CH:15]([CH3:17])[CH3:16])[CH:12]=[CH:11][C:10]=1[C:18]1([O:29][CH3:30])[C:19](=[O:28])[C:20]2[C:25](=[CH:24][CH:23]=[CH:22][CH:21]=2)[C:26]1=[O:27]. (3) Given the reactants [Cl:1][C:2]1[C:7]([Cl:8])=[CH:6][CH:5]=[CH:4][C:3]=1[S:9]([N:12](COCC[Si](C)(C)C)[C:13]1[N:14]=[CH:15][C:16]([S:21][CH2:22][C@@H:23]([C:25]([O:27][CH2:28][CH3:29])=[O:26])[NH2:24])=[N:17][C:18]=1[O:19][CH3:20])(=[O:11])=[O:10].O=[CH:39][CH2:40][NH:41]C(=O)OC(C)(C)C.C(O[BH-](OC(=O)C)OC(=O)C)(=O)C.[Na+], predict the reaction product. The product is: [NH2:41][CH2:40][CH2:39][NH:24][C@H:23]([C:25]([O:27][CH2:28][CH3:29])=[O:26])[CH2:22][S:21][C:16]1[CH:15]=[N:14][C:13]([NH:12][S:9]([C:3]2[CH:4]=[CH:5][CH:6]=[C:7]([Cl:8])[C:2]=2[Cl:1])(=[O:10])=[O:11])=[C:18]([O:19][CH3:20])[N:17]=1. (4) Given the reactants [CH3:1][O:2][C:3]1[CH:8]=[CH:7][C:6]([CH2:9][NH2:10])=[CH:5][CH:4]=1.[O:11]=[C:12]1[CH2:17][CH2:16][CH:15]([S:18](Cl)(=[O:20])=[O:19])[CH2:14][CH2:13]1.C(N(CC)CC)C, predict the reaction product. The product is: [CH3:1][O:2][C:3]1[CH:8]=[CH:7][C:6]([CH2:9][NH:10][S:18]([CH:15]2[CH2:16][CH2:17][C:12](=[O:11])[CH2:13][CH2:14]2)(=[O:20])=[O:19])=[CH:5][CH:4]=1. (5) Given the reactants [C:1]([O:5][C:6]([N:8]([CH2:18][C:19]([O:21][C:22]([CH3:25])([CH3:24])[CH3:23])=[O:20])[C:9]1[CH:14]=[CH:13][CH:12]=[C:11]([CH:15]=[N:16]O)[N:10]=1)=[O:7])([CH3:4])([CH3:3])[CH3:2], predict the reaction product. The product is: [NH2:16][CH2:15][C:11]1[N:10]=[C:9]([N:8]([CH2:18][C:19]([O:21][C:22]([CH3:25])([CH3:24])[CH3:23])=[O:20])[C:6]([O:5][C:1]([CH3:4])([CH3:3])[CH3:2])=[O:7])[CH:14]=[CH:13][CH:12]=1. (6) Given the reactants [Cl:1][C:2]1[S:6][C:5]([C:7]([O:9]C)=[O:8])=[CH:4][C:3]=1[C:11]1[N:15]([CH2:16][CH3:17])[N:14]=[CH:13][C:12]=1[Cl:18].[OH-].[K+], predict the reaction product. The product is: [Cl:1][C:2]1[S:6][C:5]([C:7]([OH:9])=[O:8])=[CH:4][C:3]=1[C:11]1[N:15]([CH2:16][CH3:17])[N:14]=[CH:13][C:12]=1[Cl:18]. (7) Given the reactants [NH2:1][CH2:2][C@@H:3]1[C@H:8]([CH3:9])[CH2:7][CH2:6][CH2:5][N:4]1C(C1C=C(C)C=CC=1C1C=NN(C)C=1)=O.[CH3:25][C:26]1[N:31]=[C:30]([C:32]([OH:34])=O)[C:29]([N:35]2[N:39]=[CH:38][CH:37]=[N:36]2)=[CH:28][CH:27]=1, predict the reaction product. The product is: [NH2:1][CH2:2][C@@H:3]1[C@H:8]([CH3:9])[CH2:7][CH2:6][CH2:5][N:4]1[C:32]([C:30]1[C:29]([N:35]2[N:39]=[CH:38][CH:37]=[N:36]2)=[CH:28][CH:27]=[C:26]([CH3:25])[N:31]=1)=[O:34].